From a dataset of Full USPTO retrosynthesis dataset with 1.9M reactions from patents (1976-2016). Predict the reactants needed to synthesize the given product. (1) The reactants are: [C:1]([O:5][C:6](=[O:25])[NH:7][C:8]1[CH2:13][N:12]([CH3:14])[C:11](=[O:15])[C:10]([C:17]2[CH:22]=[C:21]([NH2:23])[CH:20]=[CH:19][C:18]=2[F:24])([CH3:16])[N:9]=1)([CH3:4])([CH3:3])[CH3:2].[Br:26][C:27]1[CH:28]=[CH:29][C:30]([C:33](O)=[O:34])=[N:31][CH:32]=1.C1C=NC2N(O)N=NC=2C=1.C(Cl)CCl.Cl.CCN(CC)CC. Given the product [C:1]([O:5][C:6](=[O:25])[NH:7][C:8]1[CH2:13][N:12]([CH3:14])[C:11](=[O:15])[C:10]([C:17]2[CH:22]=[C:21]([NH:23][C:33]([C:30]3[CH:29]=[CH:28][C:27]([Br:26])=[CH:32][N:31]=3)=[O:34])[CH:20]=[CH:19][C:18]=2[F:24])([CH3:16])[N:9]=1)([CH3:2])([CH3:3])[CH3:4], predict the reactants needed to synthesize it. (2) Given the product [OH:1][C:2]1[CH:3]=[CH:4][C:5]([C:8](=[C:24]2[CH2:25][CH2:26][S:27][CH2:28][CH2:29]2)[C:9]2[CH:14]=[CH:13][C:12](/[CH:15]=[CH:16]/[C:17]([OH:19])=[O:18])=[CH:11][CH:10]=2)=[CH:6][CH:7]=1, predict the reactants needed to synthesize it. The reactants are: [OH:1][C:2]1[CH:7]=[CH:6][C:5]([C:8](=[C:24]2[CH2:29][CH2:28][S:27][CH2:26][CH2:25]2)[C:9]2[CH:14]=[CH:13][C:12](/[CH:15]=[CH:16]/[C:17]([O:19]C(C)(C)C)=[O:18])=[CH:11][CH:10]=2)=[CH:4][CH:3]=1.C(O)(C(F)(F)F)=O. (3) Given the product [Cl:26][C:8]1[C:7]([CH2:6][C:5]2[CH:21]=[CH:22][C:2]([Cl:1])=[CH:3][CH:4]=2)=[C:16]([CH3:17])[C:15]2[C:14]([OH:18])=[CH:13][C:12]([CH3:19])=[CH:11][C:10]=2[N:9]=1, predict the reactants needed to synthesize it. The reactants are: [Cl:1][C:2]1[CH:22]=[CH:21][C:5]([CH2:6][C:7]2[C:8](=O)[NH:9][C:10]3[C:15]([C:16]=2[CH3:17])=[C:14]([OH:18])[CH:13]=[C:12]([CH3:19])[CH:11]=3)=[CH:4][CH:3]=1.O.P(Cl)(Cl)([Cl:26])=O. (4) Given the product [F:16][C:17]1[CH:25]=[C:24]2[C:20]([C:21]([C:26]3[CH:27]=[N:28][N:29]([CH:31]4[CH2:12][CH2:11][N:10]([C:8]([NH:5][CH3:6])=[O:9])[CH2:14][CH2:32]4)[CH:30]=3)=[CH:22][NH:23]2)=[CH:19][CH:18]=1, predict the reactants needed to synthesize it. The reactants are: CN.C1N=[CH:6][N:5]([C:8]([N:10]2[CH:14]=N[CH:12]=[CH:11]2)=[O:9])C=1.Cl.[F:16][C:17]1[CH:25]=[C:24]2[C:20]([C:21]([C:26]3[CH:27]=[N:28][N:29]([CH:31]4CCNC[CH2:32]4)[CH:30]=3)=[CH:22][NH:23]2)=[CH:19][CH:18]=1.CCN(CC)CC. (5) Given the product [F:1][C:2]1[CH:7]=[CH:6][C:5]([N:8]2[C:16]3[CH:15]=[C:14]4[CH2:17][CH2:18][C@H:19]5[C:24]([C@@:13]4([CH3:32])[CH2:12][C:11]=3[CH:10]=[N:9]2)=[CH:23][CH2:22][C@@H:21]([C:25]([F:26])([F:28])[F:27])[C@@H:20]5[C:29]#[N:31])=[CH:4][CH:3]=1, predict the reactants needed to synthesize it. The reactants are: [F:1][C:2]1[CH:7]=[CH:6][C:5]([N:8]2[C:16]3[CH:15]=[C:14]4[CH2:17][CH2:18][C@H:19]5[C:24]([C@@:13]4([CH3:32])[CH2:12][C:11]=3[CH:10]=[N:9]2)=[CH:23][CH2:22][C@@H:21]([C:25]([F:28])([F:27])[F:26])[C@@H:20]5[C:29]([NH2:31])=O)=[CH:4][CH:3]=1.N1C(Cl)=NC(Cl)=NC=1Cl. (6) Given the product [CH2:1]([O:3][C:4](=[O:48])[CH2:5][CH2:6][CH2:7][O:8][C:9]1[CH:14]=[CH:13][CH:12]=[C:11]([CH2:15][CH2:16][CH2:17][CH2:18][CH2:19][CH2:20][O:21][C:22]2[CH:23]=[C:24]([C:33]3[CH:38]=[CH:37][CH:36]=[C:35]([F:40])[CH:34]=3)[CH:25]=[C:26]([C:28]([N:29]3[CH2:31][CH2:79][C:80]([F:84])([F:83])[CH2:30]3)=[O:32])[CH:27]=2)[C:10]=1[CH2:41][CH2:42][C:43]([O:45][CH2:46][CH3:47])=[O:44])[CH3:2], predict the reactants needed to synthesize it. The reactants are: [CH2:1]([O:3][C:4](=[O:48])[CH2:5][CH2:6][CH2:7][O:8][C:9]1[CH:14]=[CH:13][CH:12]=[C:11]([CH2:15][CH2:16][CH2:17][CH2:18][CH2:19][CH2:20][O:21][C:22]2[CH:23]=[C:24]([C:33]3[CH:38]=[CH:37][C:36](F)=[C:35]([F:40])[CH:34]=3)[CH:25]=[C:26]([C:28](=[O:32])[N:29]([CH3:31])[CH3:30])[CH:27]=2)[C:10]=1[CH2:41][CH2:42][C:43]([O:45][CH2:46][CH3:47])=[O:44])[CH3:2].C(OC(=O)CCCOC1C=CC=C(CCCCCCOC2C=C(C(N3CC[C:80]([F:84])([F:83])[CH2:79]3)=O)C=C(Br)C=2)C=1CCC(OCC)=O)C.FC1C=C(B(O)O)C=CC=1.C(=O)([O-])[O-].[Cs+].[Cs+]. (7) Given the product [Cl:23][CH2:24][C@@H:25]1[C:33]2[C:32]3[CH:34]=[CH:35][CH:36]=[CH:37][C:31]=3[C:30]([O:15][S:8]([C:11]([F:14])([F:13])[F:12])(=[O:10])=[O:9])=[CH:29][C:28]=2[N:27]([C:39]([O:41][C:42]([CH3:45])([CH3:44])[CH3:43])=[O:40])[CH2:26]1, predict the reactants needed to synthesize it. The reactants are: C(N(CC)CC)C.[S:8]([O:15]S(C(F)(F)F)(=O)=O)([C:11]([F:14])([F:13])[F:12])(=[O:10])=[O:9].[Cl:23][CH2:24][C@@H:25]1[C:33]2[C:32]3[CH:34]=[CH:35][CH:36]=[CH:37][C:31]=3[C:30](O)=[CH:29][C:28]=2[N:27]([C:39]([O:41][C:42]([CH3:45])([CH3:44])[CH3:43])=[O:40])[CH2:26]1. (8) Given the product [CH:22]([N:15]1[C:14]([C:8]2[N:7]=[C:6]3[C:5]4[CH:25]=[CH:26][C:2]([C:33]5[CH:32]=[N:31][N:30]([CH2:29][C:28]([CH3:44])([OH:45])[CH3:27])[CH:34]=5)=[CH:3][C:4]=4[O:13][CH2:12][CH2:11][N:10]3[CH:9]=2)=[N:18][C:17]([CH2:19][O:20][CH3:21])=[N:16]1)([CH3:24])[CH3:23], predict the reactants needed to synthesize it. The reactants are: Br[C:2]1[CH:26]=[CH:25][C:5]2[C:6]3[N:10]([CH2:11][CH2:12][O:13][C:4]=2[CH:3]=1)[CH:9]=[C:8]([C:14]1[N:15]([CH:22]([CH3:24])[CH3:23])[N:16]=[C:17]([CH2:19][O:20][CH3:21])[N:18]=1)[N:7]=3.[CH3:27][C:28]([OH:45])([CH3:44])[CH2:29][N:30]1[CH:34]=[C:33](B2OC(C)(C)C(C)(C)O2)[CH:32]=[N:31]1.C(Cl)Cl.C(=O)([O-])[O-].[Cs+].[Cs+]. (9) Given the product [Cl:1][C:2]1[C:7]([C:8]([O:10][C:11]([CH3:14])([CH3:13])[CH3:12])=[O:9])=[CH:6][CH:5]=[C:4]([C:19]2[CH:20]=[C:21]([O:23][CH2:24][CH:25]([CH3:26])[CH3:27])[CH:22]=[C:17]([F:16])[CH:18]=2)[N:3]=1, predict the reactants needed to synthesize it. The reactants are: [Cl:1][C:2]1[C:7]([C:8]([O:10][C:11]([CH3:14])([CH3:13])[CH3:12])=[O:9])=[CH:6][CH:5]=[C:4](Cl)[N:3]=1.[F:16][C:17]1[CH:18]=[C:19](B(O)O)[CH:20]=[C:21]([O:23][CH2:24][CH:25]([CH3:27])[CH3:26])[CH:22]=1.C(=O)([O-])[O-].[Na+].[Na+].C(OCC)(=O)C. (10) Given the product [NH2:15][C@@H:13]1[CH2:14][C@H:9]([NH2:8])[CH2:10][N:11]([C:23]2[C:32]([N:33]3[CH2:34][C@@H:35]([NH2:47])[CH2:36][C@@H:37]([NH2:39])[CH2:38]3)=[N:31][C:30]3[C:25](=[CH:26][CH:27]=[C:28]([NH:55][C:56]([C:58]4[CH:63]=[CH:62][C:61]([NH:64][C:65]([C:67]5[CH:76]=[CH:75][C:74]6[C:69](=[CH:70][CH:71]=[CH:72][CH:73]=6)[C:68]=5[OH:77])=[O:66])=[CH:60][CH:59]=4)=[O:57])[CH:29]=3)[N:24]=2)[CH2:12]1, predict the reactants needed to synthesize it. The reactants are: C(OC([NH:8][C@@H:9]1[CH2:14][C@H:13]([NH:15]C(OC(C)(C)C)=O)[CH2:12][N:11]([C:23]2[C:32]([N:33]3[CH2:38][C@@H:37]([NH:39]C(OC(C)(C)C)=O)[CH2:36][C@@H:35]([NH:47]C(OC(C)(C)C)=O)[CH2:34]3)=[N:31][C:30]3[C:25](=[CH:26][CH:27]=[C:28]([NH:55][C:56]([C:58]4[CH:63]=[CH:62][C:61]([NH:64][C:65]([C:67]5[CH:76]=[CH:75][C:74]6[C:69](=[CH:70][CH:71]=[CH:72][CH:73]=6)[C:68]=5[OH:77])=[O:66])=[CH:60][CH:59]=4)=[O:57])[CH:29]=3)[N:24]=2)[CH2:10]1)=O)(C)(C)C.Cl.